From a dataset of Full USPTO retrosynthesis dataset with 1.9M reactions from patents (1976-2016). Predict the reactants needed to synthesize the given product. (1) Given the product [F:21][C:22]([F:27])([F:26])[C:23]([O-:25])=[O:24].[O:1]1[CH2:6][CH2:5][O:4][CH2:3][C@H:2]1[CH2:7][N:8]([CH3:20])[S:9]([NH3+:12])(=[O:11])=[O:10], predict the reactants needed to synthesize it. The reactants are: [O:1]1[CH2:6][CH2:5][O:4][CH2:3][CH:2]1[CH2:7][N:8]([CH3:20])[S:9]([NH:12]C(=O)OC(C)(C)C)(=[O:11])=[O:10].[F:21][C:22]([F:27])([F:26])[C:23]([OH:25])=[O:24]. (2) The reactants are: [C:1]([C:3]1[S:7][C:6]([CH:8]=O)=[CH:5][CH:4]=1)#[CH:2].[NH:10]1[CH2:15][CH2:14][O:13][CH2:12][CH2:11]1.CC(O)=O.[BH-](OC(C)=O)(OC(C)=O)OC(C)=O.[Na+]. Given the product [C:1]([C:3]1[S:7][C:6]([CH2:8][N:10]2[CH2:15][CH2:14][O:13][CH2:12][CH2:11]2)=[CH:5][CH:4]=1)#[CH:2], predict the reactants needed to synthesize it. (3) The reactants are: [C:1]([C:5]1[CH:6]=[C:7]2[C:12](=[CH:13][CH:14]=1)[C:11](=[O:15])[N:10]([C:16]1[CH:26]=[CH:25][CH:24]=[C:23](B3OC(C)(C)C(C)(C)O3)[C:17]=1[CH2:18][O:19][C:20](=[O:22])[CH3:21])[N:9]=[CH:8]2)([CH3:4])([CH3:3])[CH3:2].[CH3:36][O:37][C:38]([C:40]1[N:41]([CH3:46])[C:42](Br)=[CH:43][CH:44]=1)=[O:39].C([O-])([O-])=O.[K+].[K+]. Given the product [CH3:36][O:37][C:38]([C:40]1[N:41]([CH3:46])[C:42]([C:23]2[CH:24]=[CH:25][CH:26]=[C:16]([N:10]3[N:9]=[CH:8][C:7]4[C:12](=[CH:13][CH:14]=[C:5]([C:1]([CH3:3])([CH3:4])[CH3:2])[CH:6]=4)[C:11]3=[O:15])[C:17]=2[CH2:18][O:19][C:20](=[O:22])[CH3:21])=[CH:43][CH:44]=1)=[O:39], predict the reactants needed to synthesize it.